From a dataset of Forward reaction prediction with 1.9M reactions from USPTO patents (1976-2016). Predict the product of the given reaction. (1) The product is: [Cl:10][C:11]1[C:12]([C:13]2[N:9]=[C:7]3[CH:6]=[CH:5][CH:4]=[C:3]([O:2][CH3:1])[N:8]3[C:22]=2[NH:21][C:23]2[CH:32]=[CH:31][C:26]3[O:27][CH2:28][CH2:29][O:30][C:25]=3[CH:24]=2)=[C:15]([F:20])[CH:16]=[CH:17][C:18]=1[OH:19]. Given the reactants [CH3:1][O:2][C:3]1[N:8]=[C:7]([NH2:9])[CH:6]=[CH:5][CH:4]=1.[Cl:10][C:11]1[C:18]([OH:19])=[CH:17][CH:16]=[C:15]([F:20])[C:12]=1[CH:13]=O.[N+:21]([C:23]1[CH:32]=[CH:31][C:26]2[O:27][CH2:28][CH2:29][O:30][C:25]=2[CH:24]=1)#[C-:22], predict the reaction product. (2) The product is: [CH3:22][O:23][C:24]1[CH:31]=[CH:30][C:27]([CH2:28][NH:1][CH2:2][CH2:3][NH:4][C:5]([C:7]2[S:8][CH:9]=[CH:10][C:11]=2[NH:12][C:13]2[CH:18]=[CH:17][N:16]=[C:15]3[NH:19][CH:20]=[CH:21][C:14]=23)=[O:6])=[CH:26][CH:25]=1. Given the reactants [NH2:1][CH2:2][CH2:3][NH:4][C:5]([C:7]1[S:8][CH:9]=[CH:10][C:11]=1[NH:12][C:13]1[CH:18]=[CH:17][N:16]=[C:15]2[NH:19][CH:20]=[CH:21][C:14]=12)=[O:6].[CH3:22][O:23][C:24]1[CH:31]=[CH:30][C:27]([CH:28]=O)=[CH:26][CH:25]=1.C(O)(=O)C.C(O[BH-](OC(=O)C)OC(=O)C)(=O)C.[Na+], predict the reaction product.